Dataset: Full USPTO retrosynthesis dataset with 1.9M reactions from patents (1976-2016). Task: Predict the reactants needed to synthesize the given product. (1) Given the product [Br:2][C:3]1[CH:4]=[C:5]([C:14]2[N:55]([C:53]3[CH:52]=[CH:51][N:50]=[C:49]([O:48][CH3:47])[CH:54]=3)[N:56]=[C:16]([C:17]([OH:19])=[O:18])[CH:15]=2)[CH:6]=[C:7]([O:9][C:10]([F:11])([F:12])[F:13])[CH:8]=1, predict the reactants needed to synthesize it. The reactants are: [Li].[Br:2][C:3]1[CH:4]=[C:5]([C:14]([O-])=[CH:15][C:16](=O)[C:17]([O:19]CC)=[O:18])[CH:6]=[C:7]([O:9][C:10]([F:13])([F:12])[F:11])[CH:8]=1.ClC1C=C(C2N(C3C=CC=CN=3)N=C(C(O)=O)C=2)C=C(F)C=1.Cl.[CH3:47][O:48][C:49]1[CH:54]=[C:53]([NH:55][NH2:56])[CH:52]=[CH:51][N:50]=1. (2) Given the product [CH3:1][N:2]1[C:10]2[C:5](=[CH:6][CH:7]=[C:8]([C:25]3[N:26]=[N:27][CH:28]=[CH:29][CH:30]=3)[CH:9]=2)[C:4]([CH3:20])([CH3:21])[C:3]1=[O:22], predict the reactants needed to synthesize it. The reactants are: [CH3:1][N:2]1[C:10]2[C:5](=[CH:6][CH:7]=[C:8](B3OC(C)(C)C(C)(C)O3)[CH:9]=2)[C:4]([CH3:21])([CH3:20])[C:3]1=[O:22].Br.Br[C:25]1[N:26]=[N:27][CH:28]=[CH:29][CH:30]=1.